Dataset: Forward reaction prediction with 1.9M reactions from USPTO patents (1976-2016). Task: Predict the product of the given reaction. (1) Given the reactants [CH2:1]([OH:19])[CH2:2]CCCCCCCCCCCCCCCC.[CH2:25]([N:26]=[C:27]=[O:28])[CH2:24][CH2:23][CH2:23][CH2:24][CH2:25][N:26]=[C:27]=[O:28].C1C=C(CN=C=O)C=C(CN=C=O)C=1.[C:46]([O-:59])(=[O:58])CCCCCCCCCCC.C([Sn+2]CCCC)CCC.C([O-])(=O)CCCCCCCCCCC.COC1C=CC(O)=CC=1, predict the reaction product. The product is: [C:46]([OH:59])(=[O:58])[C:24]([CH3:23])=[CH2:25].[NH2:26][C:27]([O:19][CH2:1][CH3:2])=[O:28]. (2) Given the reactants [Cl:1][C:2]1[N:7]=[CH:6][C:5]([NH2:8])=[C:4]([C:9]2[C:10]([F:24])=[N:11][CH:12]=[C:13](B3OC(C)(C)C(C)(C)O3)[CH:14]=2)[CH:3]=1.[CH3:25][O:26][C:27]1[CH:28]=[C:29](OS(C(F)(F)F)(=O)=O)[CH:30]=[C:31]([O:40][CH3:41])[C:32]=1[CH2:33][N:34]1[CH2:39][CH2:38][CH2:37][CH2:36][CH2:35]1, predict the reaction product. The product is: [Cl:1][C:2]1[N:7]=[CH:6][C:5]([NH2:8])=[C:4]([C:9]2[C:10]([F:24])=[N:11][CH:12]=[C:13]([C:29]3[CH:30]=[C:31]([O:40][CH3:41])[C:32]([CH2:33][N:34]4[CH2:39][CH2:38][CH2:37][CH2:36][CH2:35]4)=[C:27]([O:26][CH3:25])[CH:28]=3)[CH:14]=2)[CH:3]=1. (3) Given the reactants [H-].[Na+].[Br:3][C:4]1[CH:9]=[CH:8][C:7]([N:10]2[C:21]3[C:13](=[C:14]4[N:18]([C:19](=[O:22])[CH:20]=3)[CH2:17][CH2:16][CH2:15]4)[NH:12][C:11]2=[O:23])=[C:6]([F:24])[CH:5]=1.[F:25][C:26]1[CH:31]=[CH:30][C:29]([S:32](Cl)(=[O:34])=[O:33])=[CH:28][CH:27]=1, predict the reaction product. The product is: [Br:3][C:4]1[CH:9]=[CH:8][C:7]([N:10]2[C:21]3[C:13](=[C:14]4[N:18]([C:19](=[O:22])[CH:20]=3)[CH2:17][CH2:16][CH2:15]4)[N:12]([S:32]([C:29]3[CH:30]=[CH:31][C:26]([F:25])=[CH:27][CH:28]=3)(=[O:34])=[O:33])[C:11]2=[O:23])=[C:6]([F:24])[CH:5]=1. (4) Given the reactants Cl[C:2]1[N:3]=[CH:4][C:5]2[N:11]([CH2:12][CH2:13][CH3:14])[C:10](=[O:15])[C:9]([F:17])([F:16])[CH2:8][N:7]([CH:18]3[CH2:22][CH2:21][CH2:20][CH2:19]3)[C:6]=2[N:23]=1.[NH2:24][C:25]1[CH:33]=[CH:32][C:28]([C:29]([OH:31])=[O:30])=[CH:27][CH:26]=1.Cl, predict the reaction product. The product is: [CH:18]1([N:7]2[CH2:8][C:9]([F:17])([F:16])[C:10](=[O:15])[N:11]([CH2:12][CH2:13][CH3:14])[C:5]3[CH:4]=[N:3][C:2]([NH:24][C:25]4[CH:33]=[CH:32][C:28]([C:29]([OH:31])=[O:30])=[CH:27][CH:26]=4)=[N:23][C:6]2=3)[CH2:22][CH2:21][CH2:20][CH2:19]1. (5) Given the reactants F[P-](F)(F)(F)(F)F.N1(OC(N(C)C)=[N+](C)C)C2N=CC=CC=2N=N1.[Br:25][C:26]1[CH:34]=[CH:33][C:29]([C:30](O)=[O:31])=[C:28]([CH2:35][NH:36][C:37]2([C:43]([F:46])([F:45])[F:44])[CH2:42][CH2:41][CH2:40][CH2:39][CH2:38]2)[CH:27]=1.O, predict the reaction product. The product is: [Br:25][C:26]1[CH:27]=[C:28]2[C:29](=[CH:33][CH:34]=1)[C:30](=[O:31])[N:36]([C:37]1([C:43]([F:46])([F:45])[F:44])[CH2:42][CH2:41][CH2:40][CH2:39][CH2:38]1)[CH2:35]2. (6) Given the reactants [F:1][C:2]([F:8])([CH:5]([F:7])[F:6])[CH2:3][OH:4].[H-].[Na+].Cl[C:12]1[CH:21]=[CH:20][C:15]([C:16]([O:18][CH3:19])=[O:17])=[CH:14][N:13]=1, predict the reaction product. The product is: [F:1][C:2]([F:8])([CH:5]([F:7])[F:6])[CH2:3][O:4][C:12]1[CH:21]=[CH:20][C:15]([C:16]([O:18][CH3:19])=[O:17])=[CH:14][N:13]=1. (7) Given the reactants [C:1]1([CH:7]2[CH:11]([OH:12])[CH2:10][CH2:9][O:8]2)[CH:6]=[CH:5][CH:4]=[CH:3][CH:2]=1.N1C=CC=CC=1.CN(C1C=CC=CN=1)C.[F:28][C:29]([F:42])([F:41])[S:30](O[S:30]([C:29]([F:42])([F:41])[F:28])(=[O:32])=[O:31])(=[O:32])=[O:31], predict the reaction product. The product is: [F:28][C:29]([F:42])([F:41])[S:30]([O:12][CH:11]1[CH2:10][CH2:9][O:8][CH:7]1[C:1]1[CH:2]=[CH:3][CH:4]=[CH:5][CH:6]=1)(=[O:32])=[O:31].